This data is from Forward reaction prediction with 1.9M reactions from USPTO patents (1976-2016). The task is: Predict the product of the given reaction. (1) Given the reactants [ClH:1].N1CC(C2C=CC3C4C(CCOC=3C=2)=CN(C2N(C3C=CC(F)=CC=3F)N=CN=2)N=4)C1.C(OC([N:40]1[CH2:43][CH:42]([C:44]2[CH:65]=[CH:64][C:47]3[C:48]4[N:52]([CH2:53][CH2:54][O:55][C:46]=3[CH:45]=2)[CH:51]=[C:50]([C:56]2[N:57]([CH:61]([CH3:63])[CH3:62])[N:58]=[CH:59][N:60]=2)[N:49]=4)[CH2:41]1)=O)(C)(C)C, predict the reaction product. The product is: [ClH:1].[NH:40]1[CH2:41][CH:42]([C:44]2[CH:65]=[CH:64][C:47]3[C:48]4[N:52]([CH2:53][CH2:54][O:55][C:46]=3[CH:45]=2)[CH:51]=[C:50]([C:56]2[N:57]([CH:61]([CH3:62])[CH3:63])[N:58]=[CH:59][N:60]=2)[N:49]=4)[CH2:43]1. (2) Given the reactants [CH3:1][O:2][C:3]1[CH:4]=[CH:5][C:6]([CH2:11][C@@H:12]2[C@@H:17]([CH2:18][C:19]3[CH:20]=[CH:21][C:22]([OH:27])=[C:23]([O:25][CH3:26])[CH:24]=3)[C:15](=[O:16])[O:14][CH2:13]2)=[CH:7][C:8]=1[O:9][CH3:10].[C:28]([OH:43])(=[O:42])[CH2:29][CH2:30][CH2:31][CH2:32][CH2:33][CH2:34][CH2:35][CH2:36][CH2:37][CH2:38][CH2:39][CH2:40][CH3:41].O, predict the reaction product. The product is: [CH3:1][O:2][C:3]1[CH:4]=[CH:5][C:6]([CH2:11][C@@H:12]2[C@@H:17]([CH2:18][C:19]3[CH:20]=[CH:21][C:22]([OH:27])=[C:23]([O:25][CH3:26])[CH:24]=3)[C:15](=[O:16])[O:14][CH2:13]2)=[CH:7][C:8]=1[O:9][CH3:10].[C:28]([O-:43])(=[O:42])[CH2:29][CH2:30][CH2:31][CH2:32][CH2:33][CH2:34][CH2:35][CH2:36][CH2:37][CH2:38][CH2:39][CH2:40][CH3:41]. (3) Given the reactants C[O:2][C:3]([C:5]1[N:6]=[CH:7][N:8]([C:16]2[CH:21]=[CH:20][CH:19]=[C:18]([N:22]3[CH2:27][CH2:26][O:25][CH2:24][CH2:23]3)[CH:17]=2)[C:9]=1[C:10]1[CH:15]=[CH:14][CH:13]=[CH:12][CH:11]=1)=[O:4].[OH-].[Na+].O.Cl, predict the reaction product. The product is: [O:25]1[CH2:26][CH2:27][N:22]([C:18]2[CH:17]=[C:16]([N:8]3[C:9]([C:10]4[CH:15]=[CH:14][CH:13]=[CH:12][CH:11]=4)=[C:5]([C:3]([OH:4])=[O:2])[N:6]=[CH:7]3)[CH:21]=[CH:20][CH:19]=2)[CH2:23][CH2:24]1. (4) Given the reactants [OH-].[K+].C(OC([N:10]1[C:18]2[C:13](=[CH:14][C:15]([C:19]3([CH2:24][C:25]4[CH:30]=[CH:29][CH:28]=[CH:27][CH:26]=4)[CH2:23][CH2:22][NH:21][CH2:20]3)=[CH:16][CH:17]=2)[CH:12]=[C:11]1[C:31]#[N:32])=O)(C)(C)C, predict the reaction product. The product is: [CH2:24]([C:19]1([C:15]2[CH:14]=[C:13]3[C:18](=[CH:17][CH:16]=2)[NH:10][C:11]([C:31]#[N:32])=[CH:12]3)[CH2:23][CH2:22][NH:21][CH2:20]1)[C:25]1[CH:30]=[CH:29][CH:28]=[CH:27][CH:26]=1.